This data is from Full USPTO retrosynthesis dataset with 1.9M reactions from patents (1976-2016). The task is: Predict the reactants needed to synthesize the given product. (1) Given the product [CH:1]1([C:7]2[S:25][C:10]3[N:11]=[C:12]([CH3:24])[N:13]=[C:14]([CH2:15][N:16]([CH3:26])[CH:17]4[CH2:18][CH2:19][CH2:20][CH2:21][CH2:22][CH2:23]4)[C:9]=3[CH:8]=2)[CH2:2][CH2:3][CH2:4][CH2:5][CH2:6]1, predict the reactants needed to synthesize it. The reactants are: [CH:1]1([C:7]2[S:25][C:10]3[N:11]=[C:12]([CH3:24])[N:13]=[C:14]([CH2:15][NH:16][CH:17]4[CH2:23][CH2:22][CH2:21][CH2:20][CH2:19][CH2:18]4)[C:9]=3[CH:8]=2)[CH2:6][CH2:5][CH2:4][CH2:3][CH2:2]1.[CH3:26]C#N.CI.CCN(C(C)C)C(C)C. (2) Given the product [Cl:27][C:23]1[C:22]2[C:26](=[C:18]([NH:17][S:14]([C:11]3[CH:12]=[CH:13][C:8]([S:5](=[O:7])(=[O:6])[NH:4][CH2:3][CH2:2][N:28]4[CH:32]=[CH:31][N:30]=[CH:29]4)=[CH:9][CH:10]=3)(=[O:16])=[O:15])[CH:19]=[CH:20][CH:21]=2)[NH:25][CH:24]=1, predict the reactants needed to synthesize it. The reactants are: Br[CH2:2][CH2:3][NH:4][S:5]([C:8]1[CH:13]=[CH:12][C:11]([S:14]([NH:17][C:18]2[CH:19]=[CH:20][CH:21]=[C:22]3[C:26]=2[NH:25][CH:24]=[C:23]3[Cl:27])(=[O:16])=[O:15])=[CH:10][CH:9]=1)(=[O:7])=[O:6].[NH:28]1[CH:32]=[CH:31][N:30]=[CH:29]1. (3) The reactants are: [CH3:1][O:2][C:3](=[O:17])[CH2:4][N:5]1[C:13]2[C:8](=[CH:9][C:10]([I:14])=[CH:11][CH:12]=2)[C:7](=O)[C:6]1=[O:16].[O:18]1[C:22]2[CH:23]=[CH:24][C:25]([CH2:27][CH2:28][C:29]([NH:31][C:32]3[CH:37]=[CH:36][C:35]([C:38]([NH:40][NH2:41])=[O:39])=[CH:34][CH:33]=3)=[O:30])=[CH:26][C:21]=2[O:20][CH2:19]1. Given the product [CH3:1][O:2][C:3](=[O:17])[CH2:4][N:5]1[C:13]2[C:8](=[CH:9][C:10]([I:14])=[CH:11][CH:12]=2)[C:7](=[N:41][NH:40][C:38](=[O:39])[C:35]2[CH:34]=[CH:33][C:32]([NH:31][C:29](=[O:30])[CH2:28][CH2:27][C:25]3[CH:24]=[CH:23][C:22]4[O:18][CH2:19][O:20][C:21]=4[CH:26]=3)=[CH:37][CH:36]=2)[C:6]1=[O:16], predict the reactants needed to synthesize it. (4) Given the product [Br:1][C:2]1[CH:3]=[CH:4][CH:5]=[C:6]2[C:10]=1[N:9]([CH3:11])[N:8]=[C:7]2[N:12]([CH2:34][CH:35]([F:37])[F:36])[C:13](=[O:18])[C:14]([F:16])([F:15])[F:17], predict the reactants needed to synthesize it. The reactants are: [Br:1][C:2]1[CH:3]=[CH:4][CH:5]=[C:6]2[C:10]=1[N:9]([CH3:11])[N:8]=[C:7]2[NH:12][C:13](=[O:18])[C:14]([F:17])([F:16])[F:15].CCN(C(C)C)C(C)C.FC(F)(F)S(O[CH2:34][CH:35]([F:37])[F:36])(=O)=O. (5) Given the product [CH:1]([N:4]([CH2:5][C:6]1[O:10][N:9]=[C:8]([C:11]2[CH:12]=[CH:13][C:14]([CH3:17])=[CH:15][CH:16]=2)[N:7]=1)[C:33](=[O:34])[CH2:32][O:31][C:28]1[CH:29]=[CH:30][C:25]([CH3:36])=[CH:26][CH:27]=1)([CH3:3])[CH3:2], predict the reactants needed to synthesize it. The reactants are: [CH:1]([NH:4][CH2:5][C:6]1[O:10][N:9]=[C:8]([C:11]2[CH:16]=[CH:15][C:14]([CH3:17])=[CH:13][CH:12]=2)[N:7]=1)([CH3:3])[CH3:2].C(N(CC)CC)C.[C:25]1([CH3:36])[CH:30]=[CH:29][C:28]([O:31][CH2:32][C:33](Cl)=[O:34])=[CH:27][CH:26]=1. (6) Given the product [OH:33][C@H:30]1[CH2:31][CH2:32][C@H:27]([NH:26][C:22]2[N:21]=[C:20]([N:15]3[C:16]4[CH:17]=[CH:18][CH:19]=[C:11]([C:9]([OH:10])=[O:8])[C:12]=4[CH:13]=[CH:14]3)[CH:25]=[CH:24][N:23]=2)[CH2:28][CH2:29]1, predict the reactants needed to synthesize it. The reactants are: [H-].[H-].[H-].[H-].[Li+].[Al+3].C[O:8][C:9]([C:11]1[C:12]2[CH:13]=[CH:14][N:15]([C:20]3[CH:25]=[CH:24][N:23]=[C:22]([NH:26][CH:27]4[CH2:32][CH2:31][CH:30]([OH:33])[CH2:29][CH2:28]4)[N:21]=3)[C:16]=2[CH:17]=[CH:18][CH:19]=1)=[O:10].O.Cl. (7) Given the product [N+:1]([C:4]1[CH:5]=[C:6]([CH:7]=[CH:8][C:9]=1[N+:10]([O-:12])=[O:11])[CH2:13][N:15]1[CH2:20][CH2:19][N:18]([CH2:21][CH3:22])[CH2:17][CH2:16]1)([O-:3])=[O:2], predict the reactants needed to synthesize it. The reactants are: [N+:1]([C:4]1[CH:5]=[C:6]([C:13]([N:15]2[CH2:20][CH2:19][N:18]([CH2:21][CH3:22])[CH2:17][CH2:16]2)=O)[CH:7]=[CH:8][C:9]=1[N+:10]([O-:12])=[O:11])([O-:3])=[O:2].[BH4-].[Na+].B(F)(F)F.CCOCC. (8) Given the product [CH2:29]([O:28][C:24](/[CH:25]=[CH:26]/[C:2]1[C:11]([O:12][CH3:13])=[C:10]2[C:5]([CH:6]=[N:7][C:8]([N:14]([CH3:16])[CH3:15])=[N:9]2)=[C:4]([C:17]2[CH:22]=[CH:21][CH:20]=[C:19]([Cl:23])[CH:18]=2)[CH:3]=1)=[O:27])[CH3:30], predict the reactants needed to synthesize it. The reactants are: Br[C:2]1[C:11]([O:12][CH3:13])=[C:10]2[C:5]([CH:6]=[N:7][C:8]([N:14]([CH3:16])[CH3:15])=[N:9]2)=[C:4]([C:17]2[CH:22]=[CH:21][CH:20]=[C:19]([Cl:23])[CH:18]=2)[CH:3]=1.[C:24]([O:28][CH2:29][CH3:30])(=[O:27])[CH:25]=[CH2:26].C(N(CC)CC)C.CN(C=O)C.